Dataset: Reaction yield outcomes from USPTO patents with 853,638 reactions. Task: Predict the reaction yield, written as a fraction of the theoretical maximum amount of product (1.0 means a 100% yield; for example, 0.34 means a 34% yield). (1) The reactants are NC1N([C:7]2[CH:8]=[C:9]([CH:13]=[CH:14][C:15]=2C)[C:10]([OH:12])=[O:11])N=CC=1C(=O)C1C=CC=CC=1.[C:25]([O:29][C:30](=O)NN)([CH3:28])(C)C.CCN=C=NC[CH2:40][CH2:41][N:42]([CH3:44])C.[CH:45]1C=CC2N(O)N=NC=2[CH:50]=1.[Cl-].[Na+].[OH2:57]. The catalyst is CN(C=O)C. The product is [CH2:45]([O:12][C:10](=[O:11])[C:9]1[CH:13]=[CH:14][CH:15]=[C:7]([O:57][CH2:40][CH2:41][N:42]2[CH2:28][CH2:25][O:29][CH2:30][CH2:44]2)[CH:8]=1)[CH3:50]. The yield is 0.260. (2) The reactants are [C:1]([C:3]1[C:4](C)([OH:10])[NH:5][CH:6]=[CH:7][C:8]=1[CH3:9])#[N:2].[CH3:12]O. The catalyst is [Ni].N. The product is [NH2:2][CH2:1][C:3]1[C:4](=[O:10])[NH:5][C:6]([CH3:12])=[CH:7][C:8]=1[CH3:9]. The yield is 1.00. (3) The reactants are [O:1]=[C:2]([C:6]1[CH:11]=[CH:10][C:9]([CH3:12])=[CH:8][CH:7]=1)[C:3]([OH:5])=O.C(N(CC)CC)C.CN(C(ON1N=NC2C=CC=NC1=2)=[N+](C)C)C.F[P-](F)(F)(F)(F)F.[NH2:44][C:45]1[CH:61]=[CH:60][C:48]([O:49][CH2:50][CH2:51][NH:52]C(=O)OC(C)(C)C)=[C:47]([C:62]2[N:66]([CH3:67])[N:65]=[CH:64][CH:63]=2)[CH:46]=1.Cl.CCOCC. The catalyst is ClCCl. The product is [NH2:52][CH2:51][CH2:50][O:49][C:48]1[CH:60]=[CH:61][C:45]([NH:44][C:3](=[O:5])[C:2](=[O:1])[C:6]2[CH:11]=[CH:10][C:9]([CH3:12])=[CH:8][CH:7]=2)=[CH:46][C:47]=1[C:62]1[N:66]([CH3:67])[N:65]=[CH:64][CH:63]=1. The yield is 0.322. (4) The reactants are Cl[C:2](Cl)(Cl)[CH:3]([OH:5])O.[O-]S([O-])(=O)=O.[Na+].[Na+].Cl.[CH3:16][C:17]1[CH:22]=[C:21]([O:23][CH2:24][CH2:25][N:26]2[CH2:31][CH2:30][O:29][CH2:28][CH2:27]2)[C:20]([CH3:32])=[CH:19][C:18]=1[NH2:33].Cl.[NH2:35][OH:36].C([O-])(O)=O.[Na+]. The catalyst is O. The product is [CH3:16][C:17]1[CH:22]=[C:21]([O:23][CH2:24][CH2:25][N:26]2[CH2:31][CH2:30][O:29][CH2:28][CH2:27]2)[C:20]([CH3:32])=[CH:19][C:18]=1[NH:33][C:3](=[O:5])[CH:2]=[N:35][OH:36]. The yield is 0.910. (5) The reactants are [CH3:1][CH:2]([C:6]1[CH:11]=[C:10]([C:12]([F:15])([F:14])[F:13])[CH:9]=[C:8]([C:16]([F:19])([F:18])[F:17])[CH:7]=1)[C:3]([O-:5])=[O:4].C1([NH2+]C2CCCCC2)CCCCC1. The catalyst is C(OCC)(=O)C. The product is [CH3:1][CH:2]([C:6]1[CH:7]=[C:8]([C:16]([F:17])([F:18])[F:19])[CH:9]=[C:10]([C:12]([F:13])([F:14])[F:15])[CH:11]=1)[C:3]([OH:5])=[O:4]. The yield is 1.00. (6) The reactants are FC(F)(F)C(O)=O.[Br:8][C:9]1[CH:10]=[C:11]([S:15]([C:18]2[CH:19]=[C:20]([C:25]([NH2:27])=[NH:26])[S:21][C:22]=2[S:23][CH3:24])(=[O:17])=[O:16])[CH:12]=[CH:13][CH:14]=1.CN(C=O)C.CCN(C(C)C)C(C)C.[C:42]([O:46][C:47](O[C:47]([O:46][C:42]([CH3:45])([CH3:44])[CH3:43])=[O:48])=[O:48])([CH3:45])([CH3:44])[CH3:43]. The catalyst is CCOC(C)=O. The product is [C:42]([O:46][C:47](=[O:48])[NH:26][C:25]([C:20]1[S:21][C:22]([S:23][CH3:24])=[C:18]([S:15]([C:11]2[CH:12]=[CH:13][CH:14]=[C:9]([Br:8])[CH:10]=2)(=[O:17])=[O:16])[CH:19]=1)=[NH:27])([CH3:45])([CH3:44])[CH3:43]. The yield is 0.760. (7) The reactants are [Cl:1][C:2]1[S:6][C:5]([C:7]2[N:11]([C:12]3[CH:17]=[CH:16][C:15]([Cl:18])=[CH:14][C:13]=3[Cl:19])[N:10]=[C:9]([C:20](Cl)=[O:21])[C:8]=2[CH3:23])=[CH:4][CH:3]=1.[N:24]1([C:29](=[O:31])[CH3:30])[CH2:28][CH2:27][CH2:26][CH2:25]1.C[Si]([N-][Si](C)(C)C)(C)C.[Li+]. No catalyst specified. The product is [Cl:1][C:2]1[S:6][C:5]([C:7]2[N:11]([C:12]3[CH:17]=[CH:16][C:15]([Cl:18])=[CH:14][C:13]=3[Cl:19])[N:10]=[C:9]([C:20](=[O:21])[CH2:30][C:29]([N:24]3[CH2:28][CH2:27][CH2:26][CH2:25]3)=[O:31])[C:8]=2[CH3:23])=[CH:4][CH:3]=1. The yield is 0.350.